Dataset: NCI-60 drug combinations with 297,098 pairs across 59 cell lines. Task: Regression. Given two drug SMILES strings and cell line genomic features, predict the synergy score measuring deviation from expected non-interaction effect. (1) Drug 1: CC1C(C(=O)NC(C(=O)N2CCCC2C(=O)N(CC(=O)N(C(C(=O)O1)C(C)C)C)C)C(C)C)NC(=O)C3=C4C(=C(C=C3)C)OC5=C(C(=O)C(=C(C5=N4)C(=O)NC6C(OC(=O)C(N(C(=O)CN(C(=O)C7CCCN7C(=O)C(NC6=O)C(C)C)C)C)C(C)C)C)N)C. Drug 2: CC12CCC3C(C1CCC2OP(=O)(O)O)CCC4=C3C=CC(=C4)OC(=O)N(CCCl)CCCl.[Na+]. Cell line: NCI/ADR-RES. Synergy scores: CSS=3.13, Synergy_ZIP=0.554, Synergy_Bliss=2.86, Synergy_Loewe=-1.86, Synergy_HSA=0.0264. (2) Drug 1: C1=CC(=C2C(=C1NCCNCCO)C(=O)C3=C(C=CC(=C3C2=O)O)O)NCCNCCO. Drug 2: CCCCC(=O)OCC(=O)C1(CC(C2=C(C1)C(=C3C(=C2O)C(=O)C4=C(C3=O)C=CC=C4OC)O)OC5CC(C(C(O5)C)O)NC(=O)C(F)(F)F)O. Cell line: MALME-3M. Synergy scores: CSS=14.3, Synergy_ZIP=-5.69, Synergy_Bliss=-5.17, Synergy_Loewe=-16.4, Synergy_HSA=-5.84. (3) Drug 1: CC1=CC=C(C=C1)C2=CC(=NN2C3=CC=C(C=C3)S(=O)(=O)N)C(F)(F)F. Drug 2: CC=C1C(=O)NC(C(=O)OC2CC(=O)NC(C(=O)NC(CSSCCC=C2)C(=O)N1)C(C)C)C(C)C. Cell line: SF-295. Synergy scores: CSS=36.3, Synergy_ZIP=-4.47, Synergy_Bliss=-2.13, Synergy_Loewe=-82.2, Synergy_HSA=-3.22. (4) Drug 1: COC1=NC(=NC2=C1N=CN2C3C(C(C(O3)CO)O)O)N. Drug 2: CC(C)NC(=O)C1=CC=C(C=C1)CNNC.Cl. Cell line: SK-OV-3. Synergy scores: CSS=-6.64, Synergy_ZIP=4.17, Synergy_Bliss=-3.46, Synergy_Loewe=-10.8, Synergy_HSA=-11.4.